Dataset: Forward reaction prediction with 1.9M reactions from USPTO patents (1976-2016). Task: Predict the product of the given reaction. (1) Given the reactants [Cl:1][C:2]1[CH:3]=[CH:4][C:5]([O:24][CH2:25][CH:26]2[CH2:30]CC[CH2:27]2)=[C:6]([C:8]2[CH2:12][CH2:11][CH2:10][C:9]=2[C:13]2[N:18]=[C:17]([C:19]([O:21][CH2:22][CH3:23])=[O:20])[CH:16]=[CH:15][CH:14]=2)[CH:7]=1.BrCC(C)C, predict the reaction product. The product is: [Cl:1][C:2]1[CH:3]=[CH:4][C:5]([O:24][CH2:25][CH:26]([CH3:27])[CH3:30])=[C:6]([C:8]2[CH2:12][CH2:11][CH2:10][C:9]=2[C:13]2[N:18]=[C:17]([C:19]([O:21][CH2:22][CH3:23])=[O:20])[CH:16]=[CH:15][CH:14]=2)[CH:7]=1. (2) Given the reactants [CH2:1]([O:3][CH2:4][C:5]1[N:6]([CH2:18][C:19]2([OH:32])[CH2:24][CH2:23][N:22](C(OC(C)(C)C)=O)[CH2:21][CH2:20]2)[C:7]2[C:16]3[CH:15]=[CH:14][CH:13]=[CH:12][C:11]=3[N:10]=[CH:9][C:8]=2[N:17]=1)[CH3:2].Cl, predict the reaction product. The product is: [CH2:1]([O:3][CH2:4][C:5]1[N:6]([CH2:18][C:19]2([OH:32])[CH2:24][CH2:23][NH:22][CH2:21][CH2:20]2)[C:7]2[C:16]3[CH:15]=[CH:14][CH:13]=[CH:12][C:11]=3[N:10]=[CH:9][C:8]=2[N:17]=1)[CH3:2]. (3) Given the reactants [N+:1]([C:4]1[CH:5]=[C:6]([CH2:17][OH:18])[CH:7]=[CH:8][C:9]=1[NH:10][C:11]1[CH:16]=[CH:15][CH:14]=[CH:13][CH:12]=1)([O-])=O.[H][H], predict the reaction product. The product is: [NH2:1][C:4]1[CH:5]=[C:6]([CH2:17][OH:18])[CH:7]=[CH:8][C:9]=1[NH:10][C:11]1[CH:16]=[CH:15][CH:14]=[CH:13][CH:12]=1. (4) Given the reactants [Li]CCCC.Br[C:7]1[CH:8]=[N:9][CH:10]=[CH:11][CH:12]=1.[Br:13][C:14]1[CH:21]=[CH:20][CH:19]=[CH:18][C:15]=1[CH:16]=[O:17], predict the reaction product. The product is: [Br:13][C:14]1[CH:21]=[CH:20][CH:19]=[CH:18][C:15]=1[CH:16]([C:7]1[CH:8]=[N:9][CH:10]=[CH:11][CH:12]=1)[OH:17].